Dataset: Catalyst prediction with 721,799 reactions and 888 catalyst types from USPTO. Task: Predict which catalyst facilitates the given reaction. Reactant: Cl.[CH:2]1([C:5]2[N:10]=[CH:9][C:8]([NH:11][C:12]([CH:14]([NH:16]C(=O)OC(C)(C)C)[CH3:15])=[O:13])=[C:7]([NH:24][CH2:25][CH3:26])[CH:6]=2)[CH2:4][CH2:3]1.C(N(CC)CC)C.[C:34]([C:36]1[N:41]=[CH:40][C:39]([S:42](Cl)(=[O:44])=[O:43])=[CH:38][CH:37]=1)#[N:35]. Product: [C:34]([C:36]1[N:41]=[CH:40][C:39]([S:42]([NH:16][CH:14]([CH3:15])[C:12]([NH:11][C:8]2[CH:9]=[N:10][C:5]([CH:2]3[CH2:3][CH2:4]3)=[CH:6][C:7]=2[NH:24][CH2:25][CH3:26])=[O:13])(=[O:44])=[O:43])=[CH:38][CH:37]=1)#[N:35]. The catalyst class is: 124.